From a dataset of Experimentally validated miRNA-target interactions with 360,000+ pairs, plus equal number of negative samples. Binary Classification. Given a miRNA mature sequence and a target amino acid sequence, predict their likelihood of interaction. (1) The miRNA is rno-miR-126a-5p with sequence CAUUAUUACUUUUGGUACGCG. The protein sequence of the target gene is MSDTWSSIQAHKKQLDSLRERLQRRRKQDSGHLDLRNPEAALSPTFRSDSPVPTAPTSGGPKPSTASAVPELATDPELEKKLLHHLSDLALTLPTDAVSICLAISTPDAPATQDGVESLLQKFAAQELIEVKRGLLQDDAHPTLVTYADHSKLSAMMGAVAEKKGPGEVAGTVTGQKRRAEQDSTTVAAFASSLVSGLNSSASEPAKEPAKKSRKHAASDVDLEIESLLNQQSTKEQQSKKVSQEILELLNTTTAKEQSIVEKFRSRGRAQVQEFCDYGTKEECMKASDADRPCRKLHFR.... Result: 0 (no interaction). (2) The miRNA is mmu-miR-3104-5p with sequence UAGGGGGCAGGAGCCGGAGCCCUCU. The protein sequence of the target gene is MASDTPGFYMDKLNKYRQMHGVAITYKELSTSGPPHDRRFTFQVLIDEKEFPEAKGRSKQEARNAAAKLAVDILDNENKVDCHTSASEQGLFVGNYIGLVNSFAQKKKLSVNYEQCEPNSELPQRFICKCKIGQTMYGTGSGVTKQEAKQLAAKEAYQKLLKSPPKTAGTSSSVVTSTFSGFSSSSSMTSNGVSQSAPGSFSSENVFTNGLGENKRKSGVKVSPDDVQRNKYTLDARFNSDFEDIEEIGLGGFGQVFKAKHRIDGKRYAIKRVKYNTEKAEHEVQALAELNHVNIVQYHS.... Result: 0 (no interaction). (3) The miRNA is mmu-miR-96-5p with sequence UUUGGCACUAGCACAUUUUUGCU. The protein sequence of the target gene is MLGPTWEPLAPTSMLGLEGPCWVGPGPDGGFAVSEEFGDVQLFGSAHQPLGSLGTLTGHNFGHPAGVCSDAEGSIIVADEQRHQVTLFPRVGPPICLQLEGLKRPLGMACAPQGQLVVADAGDNCIKLYQYLGEMA. Result: 0 (no interaction). (4) The miRNA is hsa-miR-3667-3p with sequence ACCUUCCUCUCCAUGGGUCUUU. The protein sequence of the target gene is MSDKPDMAEIEKFDKSKLKKTETQEKNPLPSKETIEQEKQAGES. Result: 1 (interaction). (5) The miRNA is hsa-miR-1291 with sequence UGGCCCUGACUGAAGACCAGCAGU. The protein sequence of the target gene is MTENMKECLAHTKAAVGDMVTVVKTEVCSPLRDQEYGQPCSRRLEPSSMEVEPKKLKGKRDLIVTKSFQQVDFWFCESCQEYFVDECPNHGPPVFVSDTPVPVGIPDRAALTIPQGMEVVKDAGGESDVRCINEVIPKGHIFGPYEGQISTQDKSAGFFSWLIVDKNNRYKSIDGSDETKANWMRYVVISREEREQNLLAFQHSERIYFRACRDIRPGERLRVWYSEDYMKRLHSMSQETIHRNLARGEKRLQREKAEQALENPEDLRGPTQFPVLKQGRSPYKRSFDEGDIHPQAKKKK.... Result: 0 (no interaction). (6) The miRNA is hsa-miR-6799-5p with sequence GGGGAGGUGUGCAGGGCUGG. The protein sequence of the target gene is MYALFLLASLLGAALAGPVLGLKECTRGSAVWCQNVKTASDCGAVKHCLQTVWNKPTVKSLPCDICKDVVTAAGDMLKDNATEEEILVYLEKTCDWLPKPNMSASCKEIVDSYLPVILDIIKGEMSRPGEVCSALNLCESLQKHLAELNHQKQLESNKIPELDMTEVVAPFMANIPLLLYPQDGPRSKPQPKDNGDVCQDCIQMVTDIQTAVRTNSTFVQALVEHVKEECDRLGPGMADICKNYISQYSEIAIQMMMHMQPKEICALVGFCDEVKEMPMQTLVPAKVASKNVIPALELVE.... Result: 1 (interaction). (7) Result: 1 (interaction). The protein sequence of the target gene is MSPVFPMLTVLTMFYYICLRRRARTATRGEMMNTHRAIESNSQTSPLNAEVVQYAKEVVDFSSHYGSENSMSYTMWNLAGVPNVFPSSGDFTQTAVFRTYGTWWDQCPSASLPFKRTPPNFQSQDYVELTFEQQVYPTAVHVLETYHPGAVIRILACSANPYSPNPPAEVRWEILWSERPTKVNASQARQFKPCIKQINFPTNLIRLEVNSSLLEYYTELDAVVLHGVKDKPVLSLKTSLIDMNDIEDDAYAEKDGCGMDSLNKKFSSAVLGEGPNNGYFDKLPYELIQLILNHLTLPDL.... The miRNA is hsa-miR-4439 with sequence GUGACUGAUACCUUGGAGGCAU. (8) The miRNA is rno-miR-327 with sequence CCUUGAGGGGCAUGAGGGU. The protein sequence of the target gene is MSVAGLKKQFHKATQKVSEKVGGAEGTKLDDDFKEMERKVDVTSRAVMEIMTKTIEYLQPNPASRAKLSMINTMSKIRGQEKGPGYPQAEALLAEAMLKFGRELGDDCNFGPALGEVGEAMRELSEVKDSLDMEVKQNFIDPLQNLHDKDLREIQHHLKKLEGRRLDFDYKKKRQGKIPDEELRQALEKFDESKEIAESSMFNLLEMDIEQVSQLSALVQAQLEYHKQAVQILQQVTVRLEERIRQASSQPRREYQPKPRMSLEFATGDSTQPNGGLSHTGTPKPPGVQMDQPCCRALYD.... Result: 0 (no interaction).